Dataset: Full USPTO retrosynthesis dataset with 1.9M reactions from patents (1976-2016). Task: Predict the reactants needed to synthesize the given product. Given the product [CH3:35][O:34][C:30]1[N:29]=[C:28]([NH:27][CH:20]([C:21]2[CH:26]=[CH:25][CH:24]=[CH:23][CH:22]=2)[C:18]([C:11]2[C:12]3[C:17](=[CH:16][CH:15]=[CH:14][CH:13]=3)[N:9]([CH3:8])[N:10]=2)=[O:19])[CH:33]=[N:32][CH:31]=1, predict the reactants needed to synthesize it. The reactants are: C(N(CC)CC)C.[CH3:8][N:9]1[C:17]2[C:12](=[CH:13][CH:14]=[CH:15][CH:16]=2)[C:11]([CH:18]=[O:19])=[N:10]1.[CH:20](=[N:27][C:28]1[CH:33]=[N:32][CH:31]=[C:30]([O:34][CH3:35])[N:29]=1)[C:21]1[CH:26]=[CH:25][CH:24]=[CH:23][CH:22]=1.